From a dataset of Catalyst prediction with 721,799 reactions and 888 catalyst types from USPTO. Predict which catalyst facilitates the given reaction. (1) Reactant: [CH3:1][S:2][C:3]1[N:8]=[C:7]([CH:9]=O)[CH:6]=[CH:5][N:4]=1.[S:11]1[CH2:15][C:14](=[O:16])[NH:13][C:12]1=[O:17].N1CCCCC1. Product: [CH3:1][S:2][C:3]1[N:8]=[C:7](/[CH:9]=[C:15]2/[C:14](=[O:16])[NH:13][C:12](=[O:17])[S:11]/2)[CH:6]=[CH:5][N:4]=1. The catalyst class is: 8. (2) Reactant: [H-].[Na+].[Br:3][C:4]1[CH:5]=[C:6]([C:13]([O:15][CH3:16])=[O:14])[C:7]2[CH:8]=[N:9][NH:10][C:11]=2[CH:12]=1.[CH3:17][C:18]1[CH:23]=[CH:22][C:21]([S:24](Cl)(=[O:26])=[O:25])=[CH:20][CH:19]=1.O. Product: [Br:3][C:4]1[CH:5]=[C:6]([C:13]([O:15][CH3:16])=[O:14])[C:7]2[CH:8]=[N:9][N:10]([S:24]([C:21]3[CH:22]=[CH:23][C:18]([CH3:17])=[CH:19][CH:20]=3)(=[O:26])=[O:25])[C:11]=2[CH:12]=1. The catalyst class is: 9. (3) Reactant: [Cl:1]C(OC(Cl)C)=O.C([N:21]1[CH2:24][CH:23]([O:25][CH2:26][CH2:27][C:28]([F:31])([F:30])[F:29])[CH2:22]1)(C1C=CC=CC=1)C1C=CC=CC=1.C(O)C. Product: [ClH:1].[F:31][C:28]([F:29])([F:30])[CH2:27][CH2:26][O:25][CH:23]1[CH2:24][NH:21][CH2:22]1. The catalyst class is: 4. (4) Reactant: CS([O:5][CH2:6][CH:7]1[CH2:12][C:11]([CH3:26])([S:13]([C:16]2[CH:21]=[CH:20][CH:19]=[C:18]([C:22]([F:25])([F:24])[F:23])[CH:17]=2)(=[O:15])=[O:14])[CH2:10][CH2:9][O:8]1)(=O)=O.[CH:27]1([C:30]2[N:35]=[CH:34][C:33](O)=[CH:32][CH:31]=2)[CH2:29][CH2:28]1.C([O-])([O-])=O.[Cs+].[Cs+]. Product: [CH:27]1([C:30]2[CH:31]=[CH:32][C:33]([O:5][CH2:6][CH:7]3[CH2:12][C:11]([CH3:26])([S:13]([C:16]4[CH:21]=[CH:20][CH:19]=[C:18]([C:22]([F:25])([F:24])[F:23])[CH:17]=4)(=[O:15])=[O:14])[CH2:10][CH2:9][O:8]3)=[CH:34][N:35]=2)[CH2:29][CH2:28]1. The catalyst class is: 18. (5) Product: [F:2][C:3]1[CH:10]=[CH:9][CH:8]=[CH:7][C:4]=1[CH2:5][C:17]([CH:11]1[CH2:16][CH2:15][CH2:14][CH2:13][CH2:12]1)=[O:18]. Reactant: [Cl-].[F:2][C:3]1[CH:10]=[CH:9][CH:8]=[CH:7][C:4]=1[CH2:5][Zn+].[CH:11]1([C:17](Cl)=[O:18])[CH2:16][CH2:15][CH2:14][CH2:13][CH2:12]1. The catalyst class is: 235. (6) Reactant: COC([CH:5]1[C:10](=[O:11])[CH2:9][CH2:8][N:7]([CH2:12][C:13]2[CH:18]=[CH:17][CH:16]=[CH:15][CH:14]=2)[C:6]1=[O:19])=O. Product: [CH2:12]([N:7]1[CH2:8][CH2:9][C:10](=[O:11])[CH2:5][C:6]1=[O:19])[C:13]1[CH:14]=[CH:15][CH:16]=[CH:17][CH:18]=1. The catalyst class is: 144. (7) Reactant: [Cl:1][C:2]1[N:3]=[C:4](Cl)[C:5]2[S:10][CH2:9][CH2:8][C:6]=2[N:7]=1.C(N(C(C)C)CC)(C)C.[NH2:21][C@H:22]([CH:25]([CH3:27])[CH3:26])[CH2:23][OH:24]. Product: [Cl:1][C:2]1[N:3]=[C:4]([NH:21][C@H:22]([CH:25]([CH3:27])[CH3:26])[CH2:23][OH:24])[C:5]2[S:10][CH2:9][CH2:8][C:6]=2[N:7]=1. The catalyst class is: 12.